Task: Predict the reactants needed to synthesize the given product.. Dataset: Full USPTO retrosynthesis dataset with 1.9M reactions from patents (1976-2016) (1) Given the product [Cl:1][C:29]1[C:28]([C:30]([F:31])([F:32])[F:33])=[N:27][N:21]2[C:22]([O:25][CH3:26])=[CH:23][CH:24]=[C:19]([C:17](=[O:18])[CH2:16][C:15]3[C:14]([Cl:34])=[CH:13][N:12]=[CH:11][C:10]=3[Cl:9])[C:20]=12, predict the reactants needed to synthesize it. The reactants are: [Cl:1]N1C(=O)CCC1=O.[Cl:9][C:10]1[CH:11]=[N:12][CH:13]=[C:14]([Cl:34])[C:15]=1[CH2:16][C:17]([C:19]1[C:20]2[N:21]([N:27]=[C:28]([C:30]([F:33])([F:32])[F:31])[CH:29]=2)[C:22]([O:25][CH3:26])=[CH:23][CH:24]=1)=[O:18].S([O-])([O-])(=O)=S.[Na+].[Na+]. (2) Given the product [CH3:1][C:2]1[CH:8]=[CH:7][C:5]2[O:6][CH2:10][O:9][C:4]=2[CH:3]=1, predict the reactants needed to synthesize it. The reactants are: [CH3:1][C:2]1[CH:3]=[C:4]([OH:9])[C:5](=[CH:7][CH:8]=1)[OH:6].[C:10](=O)([O-])[O-].[Cs+].[Cs+].ClCCl. (3) Given the product [F:40][C:19]([F:18])([F:39])[C:20]1[CH:34]=[C:33]([C:35]([F:38])([F:37])[F:36])[CH:32]=[CH:31][C:21]=1[CH2:22][N:23]1[CH2:28][CH2:27][CH:26](/[CH:29]=[C:10]2/[C:6]([NH:5][C@H:4]([C:12]([N:14]([CH3:16])[CH3:15])=[O:13])[CH2:3][N:2]([CH3:17])[CH3:1])=[N:7][C:8](=[O:11])[S:9]/2)[CH2:25][CH2:24]1, predict the reactants needed to synthesize it. The reactants are: [CH3:1][N:2]([CH3:17])[CH2:3][C@@H:4]([C:12]([N:14]([CH3:16])[CH3:15])=[O:13])[NH:5][C:6]1[CH2:10][S:9][C:8](=[O:11])[N:7]=1.[F:18][C:19]([F:40])([F:39])[C:20]1[CH:34]=[C:33]([C:35]([F:38])([F:37])[F:36])[CH:32]=[CH:31][C:21]=1[CH2:22][N:23]1[CH2:28][CH2:27][CH:26]([CH:29]=O)[CH2:25][CH2:24]1.C([O-])(=O)C.[NH2+]1CCCCC1. (4) The reactants are: [N:1]1[CH:2]=[C:3]([C:10]([OH:12])=O)[N:4]2[CH:9]=[CH:8][CH:7]=[CH:6][C:5]=12.C1C=CC2N(O)N=NC=2C=1.C(Cl)CCl.[NH2:27][CH2:28][C:29]([C:32]1[CH:37]=[CH:36][C:35]([NH:38][C:39](=[O:50])[C:40]2[CH:45]=[CH:44][C:43]([O:46][CH3:47])=[C:42]([O:48][CH3:49])[CH:41]=2)=[CH:34][CH:33]=1)([CH3:31])[CH3:30]. Given the product [CH3:49][O:48][C:42]1[CH:41]=[C:40]([CH:45]=[CH:44][C:43]=1[O:46][CH3:47])[C:39]([NH:38][C:35]1[CH:34]=[CH:33][C:32]([C:29]([CH3:31])([CH3:30])[CH2:28][NH:27][C:10]([C:3]2[N:4]3[CH:9]=[CH:8][CH:7]=[CH:6][C:5]3=[N:1][CH:2]=2)=[O:12])=[CH:37][CH:36]=1)=[O:50], predict the reactants needed to synthesize it. (5) Given the product [NH2:18][C:10]1[O:11][C:12]([CH3:16])([CH3:17])[C:13]([F:14])([F:15])[C@:8]([C:6]2[CH:7]=[C:2]([NH:1][C:29]([C:23]3[C:22]([Cl:21])=[CH:27][C:26]([Cl:28])=[CH:25][N:24]=3)=[O:30])[CH:3]=[CH:4][C:5]=2[F:20])([CH3:19])[N:9]=1, predict the reactants needed to synthesize it. The reactants are: [NH2:1][C:2]1[CH:3]=[CH:4][C:5]([F:20])=[C:6]([C@:8]2([CH3:19])[C:13]([F:15])([F:14])[C:12]([CH3:17])([CH3:16])[O:11][C:10]([NH2:18])=[N:9]2)[CH:7]=1.[Cl:21][C:22]1[C:23]([C:29](O)=[O:30])=[N:24][CH:25]=[C:26]([Cl:28])[CH:27]=1. (6) Given the product [CH2:26]([O:25][C:7]1[CH:8]=[CH:9][C:10]2[C:11]3[N:12]([CH2:13][CH2:14][CH2:15][CH2:16][NH:17][C:18](=[O:24])[O:19][C:20]([CH3:23])([CH3:22])[CH3:21])[C:35]([CH2:36][CH3:37])=[N:1][C:2]=3[CH:3]=[N:4][C:5]=2[CH:6]=1)[C:27]1[CH:28]=[CH:29][CH:30]=[CH:31][CH:32]=1, predict the reactants needed to synthesize it. The reactants are: [NH2:1][C:2]1[CH:3]=[N:4][C:5]2[C:10]([C:11]=1[NH:12][CH2:13][CH2:14][CH2:15][CH2:16][NH:17][C:18](=[O:24])[O:19][C:20]([CH3:23])([CH3:22])[CH3:21])=[CH:9][CH:8]=[C:7]([O:25][CH2:26][C:27]1[CH:32]=[CH:31][CH:30]=[CH:29][CH:28]=1)[CH:6]=2.Cl.N1C=C[CH:37]=[CH:36][CH:35]=1.C(OC)(OC)(OC)CC. (7) Given the product [CH2:18]([O:8][C:6]1[CH:7]=[C:2]([Br:1])[CH:3]=[CH:4][C:5]=1[O:9][CH3:10])[C:19]1[CH:24]=[CH:23][CH:22]=[CH:21][CH:20]=1, predict the reactants needed to synthesize it. The reactants are: [Br:1][C:2]1[CH:3]=[CH:4][C:5]([O:9][CH3:10])=[C:6]([OH:8])[CH:7]=1.C([O-])([O-])=O.[K+].[K+].Br[CH2:18][C:19]1[CH:24]=[CH:23][CH:22]=[CH:21][CH:20]=1. (8) Given the product [CH2:1]([O:4][NH:5][C@@H:18]1[C:23]([C:24]([NH:26][CH3:27])=[O:25])=[CH:22][C@@H:21]([CH2:28][O:29][CH3:30])[NH:20][CH2:19]1)[CH:2]=[CH2:3], predict the reactants needed to synthesize it. The reactants are: [CH2:1]([O:4][N:5]([C@@H:18]1[C:23]([C:24]([NH:26][CH3:27])=[O:25])=[CH:22][C@@H:21]([CH2:28][O:29][CH3:30])[NH:20][CH2:19]1)S(C1C=CC=CC=1[N+]([O-])=O)(=O)=O)[CH:2]=[CH2:3].C(=O)([O-])[O-].[K+].[K+].C1(S)C=CC=CC=1. (9) Given the product [CH3:25][C:20]1[CH:21]=[CH:22][CH:23]=[CH:24][C:19]=1[C:17]#[C:18][C:2]1[CH:11]=[CH:10][N:9]=[C:8]2[C:3]=1[C:4]1[CH:16]=[CH:15][CH:14]=[CH:13][C:5]=1[C:6](=[O:12])[NH:7]2, predict the reactants needed to synthesize it. The reactants are: Cl[C:2]1[CH:11]=[CH:10][N:9]=[C:8]2[C:3]=1[C:4]1[CH:16]=[CH:15][CH:14]=[CH:13][C:5]=1[C:6](=[O:12])[NH:7]2.[C:17]([C:19]1[CH:24]=[CH:23][CH:22]=[CH:21][C:20]=1[CH3:25])#[CH:18]. (10) Given the product [OH:27][C:17]([C:14]1[CH:13]=[CH:12][C:11]([NH:10][C:1](=[O:8])[C:2]2[CH:7]=[CH:6][CH:5]=[CH:4][CH:3]=2)=[CH:16][CH:15]=1)([CH3:26])[CH2:18][NH:19][S:20]([CH:23]([CH3:24])[CH3:25])(=[O:22])=[O:21], predict the reactants needed to synthesize it. The reactants are: [C:1](Cl)(=[O:8])[C:2]1[CH:7]=[CH:6][CH:5]=[CH:4][CH:3]=1.[NH2:10][C:11]1[CH:16]=[CH:15][C:14]([C:17]([OH:27])([CH3:26])[CH2:18][NH:19][S:20]([CH:23]([CH3:25])[CH3:24])(=[O:22])=[O:21])=[CH:13][CH:12]=1.C(N(CC)CC)C.O.